From a dataset of Reaction yield outcomes from USPTO patents with 853,638 reactions. Predict the reaction yield, written as a fraction of the theoretical maximum amount of product (1.0 means a 100% yield; for example, 0.34 means a 34% yield). (1) The reactants are [CH:1]1([C:4]2[CH:9]=[CH:8][N:7]=[CH:6][C:5]=2[N:10]2[CH2:14][CH2:13][NH:12][C:11]2=[O:15])[CH2:3][CH2:2]1.Cl[C:17]1[CH:22]=[C:21](I)[CH:20]=[C:19]([C:24]([F:27])([F:26])[F:25])[N:18]=1.[C@@H:28]1(N)[CH2:33][CH2:32]CC[C@H]1N.P([O-])([O-])([O-])=O.[K+].[K+].[K+]. The catalyst is [Cu](I)I.O1CCOCC1. The product is [CH:32]1([C:17]2[CH:22]=[C:21]([N:12]3[CH2:13][CH2:14][N:10]([C:5]4[CH:6]=[N:7][CH:8]=[CH:9][C:4]=4[CH:1]4[CH2:3][CH2:2]4)[C:11]3=[O:15])[CH:20]=[C:19]([C:24]([F:27])([F:26])[F:25])[N:18]=2)[CH2:33][CH2:28]1. The yield is 0.511. (2) The reactants are [NH2:1][C:2]1[CH:3]=[C:4]([CH:15]=[CH:16][C:17]=1[F:18])[O:5][C:6]1[CH:7]=[CH:8][C:9]([C:12](O)=[O:13])=[N:10][CH:11]=1.B. The catalyst is C1COCC1. The product is [NH2:1][C:2]1[CH:3]=[C:4]([CH:15]=[CH:16][C:17]=1[F:18])[O:5][C:6]1[CH:7]=[CH:8][C:9]([CH2:12][OH:13])=[N:10][CH:11]=1. The yield is 0.980. (3) The reactants are Br[C:2]1[CH:3]=[C:4]2[C:9](=[CH:10][CH:11]=1)[N:8]=[CH:7][N:6]=[C:5]2[C:12]1[CH:13]=[C:14]([CH:26]=[C:27]([C:29]([F:32])([F:31])[F:30])[CH:28]=1)[C:15]([N:17]1[CH2:22][CH2:21][N:20]([C:23](=[O:25])[CH3:24])[CH2:19][CH2:18]1)=[O:16].[CH3:33][O:34][C:35]1[CH:40]=[CH:39][C:38](B(O)O)=[CH:37][N:36]=1.C(#N)C.C([O-])([O-])=O.[Na+].[Na+]. The catalyst is CCOC(C)=O.C1C=CC([P]([Pd]([P](C2C=CC=CC=2)(C2C=CC=CC=2)C2C=CC=CC=2)([P](C2C=CC=CC=2)(C2C=CC=CC=2)C2C=CC=CC=2)[P](C2C=CC=CC=2)(C2C=CC=CC=2)C2C=CC=CC=2)(C2C=CC=CC=2)C2C=CC=CC=2)=CC=1. The product is [CH3:33][O:34][C:35]1[N:36]=[CH:37][C:38]([C:2]2[CH:3]=[C:4]3[C:9](=[CH:10][CH:11]=2)[N:8]=[CH:7][N:6]=[C:5]3[C:12]2[CH:13]=[C:14]([CH:26]=[C:27]([C:29]([F:32])([F:31])[F:30])[CH:28]=2)[C:15]([N:17]2[CH2:22][CH2:21][N:20]([C:23](=[O:25])[CH3:24])[CH2:19][CH2:18]2)=[O:16])=[CH:39][CH:40]=1. The yield is 0.470. (4) The reactants are Br[C:2]1[C:3]([NH:9][CH:10]2[CH2:14][CH2:13][CH2:12][CH2:11]2)=[N:4][C:5]([NH2:8])=[N:6][CH:7]=1.[Cl:15][C:16]1[CH:17]=[N:18][CH:19]=[CH:20][C:21]=1B(O)O.C(=O)([O-])[O-].[Na+].[Na+]. The catalyst is O1CCOCC1.Cl[Pd](Cl)([P](C1C=CC=CC=1)(C1C=CC=CC=1)C1C=CC=CC=1)[P](C1C=CC=CC=1)(C1C=CC=CC=1)C1C=CC=CC=1. The product is [Cl:15][C:16]1[CH:17]=[N:18][CH:19]=[CH:20][C:21]=1[C:2]1[C:3]([NH:9][CH:10]2[CH2:14][CH2:13][CH2:12][CH2:11]2)=[N:4][C:5]([NH2:8])=[N:6][CH:7]=1. The yield is 0.800. (5) The reactants are [F:1][C:2]1[CH:3]=[C:4]2[C:8](=[CH:9][CH:10]=1)[NH:7][C:6](=[O:11])/[C:5]/2=[CH:12]\[C:13]1[NH:17][C:16]([CH3:18])=[C:15]([C:19]([OH:21])=O)[C:14]=1[CH3:22].Cl.C(N=C=NCCCN(C)C)C.OC1C2N=NNC=2C=CC=1.C(N(CC)CC)C.[NH2:52][C:53]1[CH:58]=[C:57]([Cl:59])[CH:56]=[CH:55][C:54]=1[NH:60][C:61](=[O:72])[C:62]1[CH:67]=[CH:66][C:65]([NH:68][CH2:69][CH2:70][NH2:71])=[N:64][CH:63]=1. The catalyst is [Cl-].[Na+].O.CN(C=O)C. The product is [NH2:52][C:53]1[CH:58]=[C:57]([Cl:59])[CH:56]=[CH:55][C:54]=1[NH:60][C:61](=[O:72])[C:62]1[CH:67]=[CH:66][C:65]([NH:68][CH2:69][CH2:70][NH:71][C:19]([C:15]2[C:14]([CH3:22])=[C:13](/[CH:12]=[C:5]3\[C:6](=[O:11])[NH:7][C:8]4[C:4]\3=[CH:3][C:2]([F:1])=[CH:10][CH:9]=4)[NH:17][C:16]=2[CH3:18])=[O:21])=[N:64][CH:63]=1. The yield is 0.760.